This data is from Full USPTO retrosynthesis dataset with 1.9M reactions from patents (1976-2016). The task is: Predict the reactants needed to synthesize the given product. (1) Given the product [C:8]1([CH2:14][O:15][C:16]2[CH:21]=[CH:20][C:19]([O:22][CH2:23][C@H:24]3[CH2:28][CH2:27][CH2:26][NH:25]3)=[CH:18][C:17]=2[C:36]([NH:38][C:39]2[CH:40]=[N:41][CH:42]=[CH:43][CH:44]=2)=[O:37])[CH:9]=[CH:10][CH:11]=[CH:12][CH:13]=1, predict the reactants needed to synthesize it. The reactants are: FC(F)(F)C(O)=O.[C:8]1([CH2:14][O:15][C:16]2[CH:21]=[CH:20][C:19]([O:22][CH2:23][C@H:24]3[CH2:28][CH2:27][CH2:26][N:25]3C(OC(C)(C)C)=O)=[CH:18][C:17]=2[C:36]([NH:38][C:39]2[CH:40]=[N:41][CH:42]=[CH:43][CH:44]=2)=[O:37])[CH:13]=[CH:12][CH:11]=[CH:10][CH:9]=1.C([O-])(O)=O.[Na+]. (2) Given the product [NH2:14][C:11]1[O:12][CH2:13][C:9]2([C:15]3[C:5](=[CH:4][CH:3]=[C:2]([C:23]4[CH:24]=[N:25][CH:26]=[C:21]([CH:22]=4)[C:19]#[N:20])[CH:16]=3)[CH2:6][C:7]([CH3:18])([CH3:17])[CH2:8]2)[N:10]=1, predict the reactants needed to synthesize it. The reactants are: Br[C:2]1[CH:16]=[C:15]2[C:5]([CH2:6][C:7]([CH3:18])([CH3:17])[CH2:8][C:9]32[CH2:13][O:12][C:11]([NH2:14])=[N:10]3)=[CH:4][CH:3]=1.[C:19]([C:21]1[CH:22]=[C:23](B(O)O)[CH:24]=[N:25][CH:26]=1)#[N:20].C([O-])([O-])=O.[Na+].[Na+]. (3) The reactants are: Cl[C:2]1[CH:3]=[C:4]([CH:9]=[C:10]([CH3:12])[N:11]=1)[C:5]([O:7][CH3:8])=[O:6].[CH3:13][N:14](C=O)C. Given the product [C:13]([C:2]1[CH:3]=[C:4]([CH:9]=[C:10]([CH3:12])[N:11]=1)[C:5]([O:7][CH3:8])=[O:6])#[N:14], predict the reactants needed to synthesize it. (4) Given the product [CH2:1]([N:8]1[C:16]2[C:11](=[CH:12][C:13]([N+:17]([O-:19])=[O:18])=[CH:14][CH:15]=2)[CH:10]=[C:9]1[C:20]([OH:22])=[O:21])[C:2]1[CH:3]=[CH:4][CH:5]=[CH:6][CH:7]=1, predict the reactants needed to synthesize it. The reactants are: [CH2:1]([N:8]1[C:16]2[C:11](=[CH:12][C:13]([N+:17]([O-:19])=[O:18])=[CH:14][CH:15]=2)[CH:10]=[C:9]1[C:20]([O:22]CC)=[O:21])[C:2]1[CH:7]=[CH:6][CH:5]=[CH:4][CH:3]=1.[OH-].[Na+].O.Cl. (5) Given the product [Cl:1][C:2]1[CH:3]=[CH:4][C:5]2[N:11]3[C:12]([C:15]([Cl:18])([F:16])[F:17])=[N:13][N:14]=[C:10]3[C@@H:9]([CH2:19][C:20]([N:22]3[CH2:23][CH2:24][CH:25]([CH2:28][C:29]([OH:31])=[O:30])[CH2:26][CH2:27]3)=[O:21])[O:8][C@H:7]([C:36]3[CH:41]=[CH:40][CH:39]=[C:38]([O:42][CH3:43])[C:37]=3[O:44][CH3:45])[C:6]=2[CH:46]=1, predict the reactants needed to synthesize it. The reactants are: [Cl:1][C:2]1[CH:3]=[CH:4][C:5]2[N:11]3[C:12]([C:15]([Cl:18])([F:17])[F:16])=[N:13][N:14]=[C:10]3[C@@H:9]([CH2:19][C:20]([N:22]3[CH2:27][CH2:26][CH:25]([CH2:28][C:29]([O:31]C(C)(C)C)=[O:30])[CH2:24][CH2:23]3)=[O:21])[O:8][C@H:7]([C:36]3[CH:41]=[CH:40][CH:39]=[C:38]([O:42][CH3:43])[C:37]=3[O:44][CH3:45])[C:6]=2[CH:46]=1.FC(F)(F)C(O)=O. (6) Given the product [Br:16][C:17]1[CH:27]=[CH:26][CH:25]=[C:24]([N:9]2[CH2:8][CH2:7][C:6]3[C:11](=[CH:12][CH:13]=[C:4]([N:3]([CH2:1][CH3:2])[CH3:15])[CH:5]=3)[C:10]2=[O:14])[C:18]=1[CH2:19][O:20][C:21](=[O:23])[CH3:22], predict the reactants needed to synthesize it. The reactants are: [CH2:1]([N:3]([CH3:15])[C:4]1[CH:5]=[C:6]2[C:11](=[CH:12][CH:13]=1)[C:10](=[O:14])[NH:9][CH2:8][CH2:7]2)[CH3:2].[Br:16][C:17]1[CH:27]=[CH:26][CH:25]=[C:24](Br)[C:18]=1[CH2:19][O:20][C:21](=[O:23])[CH3:22].C(=O)([O-])[O-].[K+].[K+].CS(C)=O. (7) Given the product [F:22][C:23]1[N:28]=[CH:27][C:26]([O:1][CH2:2][CH2:3][N:4]([CH2:17][C:18]([F:19])([F:20])[F:21])[C:5]2[CH:12]=[CH:11][C:8]([C:9]#[N:10])=[C:7]([C:13]([F:15])([F:16])[F:14])[CH:6]=2)=[CH:25][CH:24]=1, predict the reactants needed to synthesize it. The reactants are: [OH:1][CH2:2][CH2:3][N:4]([CH2:17][C:18]([F:21])([F:20])[F:19])[C:5]1[CH:12]=[CH:11][C:8]([C:9]#[N:10])=[C:7]([C:13]([F:16])([F:15])[F:14])[CH:6]=1.[F:22][C:23]1[N:28]=[CH:27][C:26](O)=[CH:25][CH:24]=1. (8) Given the product [OH:1][C@H:2]1[CH2:7][CH2:6][CH2:5][C@@H:4]([NH:8][C:9]2[C:14]([C:15]([NH2:17])=[O:16])=[CH:13][N:12]=[C:11]([NH:33][C:28]34[CH2:31][CH2:32][C:25]([O:24][CH3:23])([CH2:26][CH2:27]3)[CH2:30][CH2:29]4)[N:10]=2)[CH2:3]1, predict the reactants needed to synthesize it. The reactants are: [OH:1][C@H:2]1[CH2:7][CH2:6][CH2:5][C@@H:4]([NH:8][C:9]2[C:14]([C:15]([NH2:17])=[O:16])=[CH:13][N:12]=[C:11](S(C)(=O)=O)[N:10]=2)[CH2:3]1.Cl.[CH3:23][O:24][C:25]12[CH2:32][CH2:31][C:28]([NH2:33])([CH2:29][CH2:30]1)[CH2:27][CH2:26]2.CCN(C(C)C)C(C)C. (9) Given the product [CH2:8]([O:10][CH2:11][CH2:12][O:13][C:14]1[N:22]=[C:21]2[C:17]([N:18]=[C:19]([O:23][CH3:24])[N:20]2[CH2:37][CH:38]2[CH2:43][CH2:42][O:41][CH2:40][CH2:39]2)=[C:16]([NH2:25])[N:15]=1)[CH3:9], predict the reactants needed to synthesize it. The reactants are: FC(F)(F)C(O)=O.[CH2:8]([O:10][CH2:11][CH2:12][O:13][C:14]1[N:22]=[C:21]2[C:17]([N:18]=[C:19]([O:23][CH3:24])[NH:20]2)=[C:16]([NH2:25])[N:15]=1)[CH3:9].C(=O)([O-])[O-].[K+].[K+].CS(O[CH2:37][CH:38]1[CH2:43][CH2:42][O:41][CH2:40][CH2:39]1)(=O)=O.